From a dataset of Reaction yield outcomes from USPTO patents with 853,638 reactions. Predict the reaction yield, written as a fraction of the theoretical maximum amount of product (1.0 means a 100% yield; for example, 0.34 means a 34% yield). The reactants are Cl[C:2]1[C:7]([C:8]([NH2:10])=[O:9])=[C:6](Cl)[N:5]=[CH:4][N:3]=1.[CH3:12][O-:13].[Na+].[CH3:15][OH:16]. No catalyst specified. The product is [CH3:12][O:13][C:2]1[C:7]([C:8]([NH2:10])=[O:9])=[C:6]([O:16][CH3:15])[N:5]=[CH:4][N:3]=1. The yield is 0.711.